From a dataset of Forward reaction prediction with 1.9M reactions from USPTO patents (1976-2016). Predict the product of the given reaction. (1) Given the reactants [C:1]([O:5][C:6](=[O:8])[NH2:7])([CH3:4])([CH3:3])[CH3:2].[OH-].[Na+].Cl[O:12]C(C)(C)C.P([O-])([O-])([O-])=O.[F:22][C:23]1[CH:30]=[CH:29][C:26]([CH:27]=[CH2:28])=[CH:25][CH:24]=1, predict the reaction product. The product is: [C:1]([O:5][C:6](=[O:8])[NH:7][CH2:28][CH:27]([C:26]1[CH:29]=[CH:30][C:23]([F:22])=[CH:24][CH:25]=1)[OH:12])([CH3:4])([CH3:3])[CH3:2]. (2) Given the reactants [CH3:1][O:2][C:3]([C:5]1[N:6]([CH2:23][C:24]2[CH:29]=[CH:28][C:27]([C:30](=[O:37])[NH:31][CH2:32][C:33]([O:35]C)=[O:34])=[CH:26][CH:25]=2)[C:7](=[O:22])[C:8]2[C:13]([C:14]=1[C:15]1[CH:20]=[CH:19][CH:18]=[CH:17][CH:16]=1)=[CH:12][C:11]([Br:21])=[CH:10][CH:9]=2)=[O:4].[OH-].[Na+], predict the reaction product. The product is: [CH3:1][O:2][C:3]([C:5]1[N:6]([CH2:23][C:24]2[CH:25]=[CH:26][C:27]([C:30](=[O:37])[NH:31][CH2:32][C:33]([OH:35])=[O:34])=[CH:28][CH:29]=2)[C:7](=[O:22])[C:8]2[C:13]([C:14]=1[C:15]1[CH:16]=[CH:17][CH:18]=[CH:19][CH:20]=1)=[CH:12][C:11]([Br:21])=[CH:10][CH:9]=2)=[O:4]. (3) Given the reactants [NH2:1][C:2]1[N:7]=[CH:6][C:5](/[CH:8]=[CH:9]/[C:10]2[CH:11]=[C:12]([CH:17]=[C:18]([O:21][CH3:22])[C:19]=2[F:20])[C:13]([O:15][CH3:16])=[O:14])=[CH:4][N:3]=1, predict the reaction product. The product is: [NH2:1][C:2]1[N:3]=[CH:4][C:5]([CH2:8][CH2:9][C:10]2[CH:11]=[C:12]([CH:17]=[C:18]([O:21][CH3:22])[C:19]=2[F:20])[C:13]([O:15][CH3:16])=[O:14])=[CH:6][N:7]=1. (4) Given the reactants [CH3:1][C:2]1[CH:7]=[CH:6][CH:5]=[CH:4][C:3]=1B(O)O.I[C:12]1[N:17]=[C:16]([NH2:18])[N:15]=[C:14]([NH:19][CH3:20])[CH:13]=1, predict the reaction product. The product is: [CH3:20][NH:19][C:14]1[CH:13]=[C:12]([C:3]2[CH:4]=[CH:5][CH:6]=[CH:7][C:2]=2[CH3:1])[N:17]=[C:16]([NH2:18])[N:15]=1. (5) Given the reactants C(N(CC)C(C)C)(C)C.[F:10][C:11]([F:22])([F:21])[CH2:12]OS(C(F)(F)F)(=O)=O.[C:23]1([S:29]([N:32]2[C:36]3[CH:37]=[N:38][C:39]([C:48]#[N:49])=[C:40]([CH2:41][CH:42]4[CH2:47][CH2:46][NH:45][CH2:44][CH2:43]4)[C:35]=3[C:34]3[CH:50]=[CH:51][CH:52]=[N:53][C:33]2=3)(=[O:31])=[O:30])[CH:28]=[CH:27][CH:26]=[CH:25][CH:24]=1, predict the reaction product. The product is: [C:23]1([S:29]([N:32]2[C:36]3[CH:37]=[N:38][C:39]([C:48]#[N:49])=[C:40]([CH2:41][CH:42]4[CH2:47][CH2:46][N:45]([CH2:12][C:11]([F:10])([F:21])[F:22])[CH2:44][CH2:43]4)[C:35]=3[C:34]3[CH:50]=[CH:51][CH:52]=[N:53][C:33]2=3)(=[O:31])=[O:30])[CH:24]=[CH:25][CH:26]=[CH:27][CH:28]=1. (6) Given the reactants [F:1][C:2]([F:21])([F:20])[C:3]([NH:5][CH2:6][C:7]1[C:8]([F:19])=[CH:9][C:10]([Cl:18])=[C:11]([CH:17]=1)[C:12]([N:14]=[C:15]=[O:16])=O)=[O:4].[Cl:22][C:23]1[CH:28]=[CH:27][C:26]([NH:29][NH:30]C(OC(C)(C)C)=O)=[CH:25][CH:24]=1.FC(F)(F)C(O)=O, predict the reaction product. The product is: [Cl:18][C:10]1[C:11]([C:12]2[NH:14][C:15](=[O:16])[N:29]([C:26]3[CH:27]=[CH:28][C:23]([Cl:22])=[CH:24][CH:25]=3)[N:30]=2)=[CH:17][C:7]([CH2:6][NH:5][C:3](=[O:4])[C:2]([F:21])([F:20])[F:1])=[C:8]([F:19])[CH:9]=1. (7) Given the reactants [Cl:1][C:2]1[CH:3]=[CH:4][C:5]([O:11][CH3:12])=[C:6]([CH:8](O)[CH3:9])[CH:7]=1.C([SiH](CC)CC)C, predict the reaction product. The product is: [Cl:1][C:2]1[CH:3]=[CH:4][C:5]([O:11][CH3:12])=[C:6]([CH2:8][CH3:9])[CH:7]=1. (8) Given the reactants [H-].[Na+].[F:3][C:4]1[CH:9]=[CH:8][C:7]([C:10]2[C:15]([OH:16])=[CH:14][CH:13]=[C:12]([CH3:17])[N:11]=2)=[CH:6][CH:5]=1.[Cl:18][C:19]1[CH:24]=[C:23](F)[CH:22]=[CH:21][N:20]=1, predict the reaction product. The product is: [Cl:18][C:19]1[CH:24]=[C:23]([O:16][C:15]2[C:10]([C:7]3[CH:8]=[CH:9][C:4]([F:3])=[CH:5][CH:6]=3)=[N:11][C:12]([CH3:17])=[CH:13][CH:14]=2)[CH:22]=[CH:21][N:20]=1.